From a dataset of NCI-60 drug combinations with 297,098 pairs across 59 cell lines. Regression. Given two drug SMILES strings and cell line genomic features, predict the synergy score measuring deviation from expected non-interaction effect. (1) Drug 1: CN(C)N=NC1=C(NC=N1)C(=O)N. Drug 2: CC1C(C(CC(O1)OC2CC(OC(C2O)C)OC3=CC4=CC5=C(C(=O)C(C(C5)C(C(=O)C(C(C)O)O)OC)OC6CC(C(C(O6)C)O)OC7CC(C(C(O7)C)O)OC8CC(C(C(O8)C)O)(C)O)C(=C4C(=C3C)O)O)O)O. Cell line: NCI-H322M. Synergy scores: CSS=-8.42, Synergy_ZIP=3.99, Synergy_Bliss=0.436, Synergy_Loewe=-2.69, Synergy_HSA=-2.66. (2) Drug 1: CC1C(C(CC(O1)OC2CC(CC3=C2C(=C4C(=C3O)C(=O)C5=C(C4=O)C(=CC=C5)OC)O)(C(=O)C)O)N)O.Cl. Drug 2: CCCCCOC(=O)NC1=NC(=O)N(C=C1F)C2C(C(C(O2)C)O)O. Cell line: SK-MEL-5. Synergy scores: CSS=17.9, Synergy_ZIP=0.606, Synergy_Bliss=6.57, Synergy_Loewe=-24.7, Synergy_HSA=0.534. (3) Drug 1: C1CC(C1)(C(=O)O)C(=O)O.[NH2-].[NH2-].[Pt+2]. Drug 2: CCC1(CC2CC(C3=C(CCN(C2)C1)C4=CC=CC=C4N3)(C5=C(C=C6C(=C5)C78CCN9C7C(C=CC9)(C(C(C8N6C)(C(=O)OC)O)OC(=O)C)CC)OC)C(=O)OC)O.OS(=O)(=O)O. Cell line: SN12C. Synergy scores: CSS=1.77, Synergy_ZIP=-2.65, Synergy_Bliss=-0.0870, Synergy_Loewe=-3.40, Synergy_HSA=-3.34. (4) Drug 1: CC=C1C(=O)NC(C(=O)OC2CC(=O)NC(C(=O)NC(CSSCCC=C2)C(=O)N1)C(C)C)C(C)C. Drug 2: CCN(CC)CCCC(C)NC1=C2C=C(C=CC2=NC3=C1C=CC(=C3)Cl)OC. Cell line: OVCAR-4. Synergy scores: CSS=20.3, Synergy_ZIP=-2.89, Synergy_Bliss=-1.47, Synergy_Loewe=-13.9, Synergy_HSA=0.814. (5) Drug 1: CC=C1C(=O)NC(C(=O)OC2CC(=O)NC(C(=O)NC(CSSCCC=C2)C(=O)N1)C(C)C)C(C)C. Drug 2: C1=NNC2=C1C(=O)NC=N2. Cell line: K-562. Synergy scores: CSS=67.3, Synergy_ZIP=-5.57, Synergy_Bliss=-6.38, Synergy_Loewe=0.316, Synergy_HSA=0.737.